This data is from Catalyst prediction with 721,799 reactions and 888 catalyst types from USPTO. The task is: Predict which catalyst facilitates the given reaction. (1) Reactant: Cl[C:2]1[CH:7]=[C:6]([NH:8][C:9]2[CH:18]=[CH:17][CH:16]=[CH:15][C:10]=2[C:11]([NH:13][CH3:14])=[O:12])[C:5]([C:19]([F:22])([F:21])[F:20])=[CH:4][N:3]=1.[N:23]1([C:29]2[CH:35]=[CH:34][C:32]([NH2:33])=[CH:31][CH:30]=2)[CH2:28][CH2:27][O:26][CH2:25][CH2:24]1.Cl. Product: [CH3:14][NH:13][C:11](=[O:12])[C:10]1[CH:15]=[CH:16][CH:17]=[CH:18][C:9]=1[NH:8][C:6]1[C:5]([C:19]([F:22])([F:21])[F:20])=[CH:4][N:3]=[C:2]([NH:33][C:32]2[CH:31]=[CH:30][C:29]([N:23]3[CH2:28][CH2:27][O:26][CH2:25][CH2:24]3)=[CH:35][CH:34]=2)[CH:7]=1. The catalyst class is: 12. (2) Reactant: C[O:2][C:3](=O)[CH:4]([C:9]1[CH:14]=[CH:13][C:12]([Cl:15])=[CH:11][CH:10]=1)[C:5](OC)=[O:6].C[O-].[Na+].Cl.[CH:21]([NH2:23])=[NH:22]. Product: [Cl:15][C:12]1[CH:13]=[CH:14][C:9]([C:4]2[C:5]([OH:6])=[N:22][CH:21]=[N:23][C:3]=2[OH:2])=[CH:10][CH:11]=1. The catalyst class is: 5. (3) Reactant: [Br:1]N1C(=O)CCC1=O.[CH3:9][O:10][C:11]1[CH:12]=[C:13]([P:19](=[O:26])([O:23][CH2:24][CH3:25])[O:20][CH2:21][CH3:22])[CH:14]=[C:15]([O:17][CH3:18])[CH:16]=1.C([O-])([O-])=O.[Na+].[Na+]. Product: [Br:1][C:12]1[C:11]([O:10][CH3:9])=[CH:16][C:15]([O:17][CH3:18])=[CH:14][C:13]=1[P:19](=[O:26])([O:23][CH2:24][CH3:25])[O:20][CH2:21][CH3:22]. The catalyst class is: 2. (4) Reactant: [CH3:1][CH2:2][CH2:3][CH2:4][CH2:5][CH:6]([OH:12])[CH2:7][CH2:8][CH2:9][CH2:10][CH3:11].[CH3:13][S:14](Cl)(=[O:16])=[O:15].Cl. Product: [CH3:13][S:14]([O:12][CH:6]([CH2:5][CH2:4][CH2:3][CH2:2][CH3:1])[CH2:7][CH2:8][CH2:9][CH2:10][CH3:11])(=[O:16])=[O:15]. The catalyst class is: 17. (5) Reactant: CC(C)=[O:3].OS(O)(=O)=O.O=[Cr](=O)=O.[C:14]1([C:20]2[CH:24]=[CH:23][S:22][C:21]=2[CH:25]=[O:26])[CH:19]=[CH:18][CH:17]=[CH:16][CH:15]=1.C(O)(C)C.C1C=CC=CC=1. Product: [C:14]1([C:20]2[CH:24]=[CH:23][S:22][C:21]=2[C:25]([OH:3])=[O:26])[CH:15]=[CH:16][CH:17]=[CH:18][CH:19]=1. The catalyst class is: 21. (6) Reactant: [CH:1]([N:4]1[CH2:9][CH2:8][NH:7][CH2:6][CH2:5]1)([CH3:3])[CH3:2].[Al](C)(C)C.[Cl:14][C:15]1[CH:20]=[CH:19][CH:18]=[CH:17][C:16]=1[C:21]1[C:26]2[CH2:27][O:28][C:29](=[O:39])[N:30]([C:31]3[C:36]([Cl:37])=[CH:35][CH:34]=[CH:33][C:32]=3[Cl:38])[C:25]=2[CH:24]=[C:23]([C:40](OC)=[O:41])[CH:22]=1.[Al]. Product: [Cl:14][C:15]1[CH:20]=[CH:19][CH:18]=[CH:17][C:16]=1[C:21]1[C:26]2[CH2:27][O:28][C:29](=[O:39])[N:30]([C:31]3[C:36]([Cl:37])=[CH:35][CH:34]=[CH:33][C:32]=3[Cl:38])[C:25]=2[CH:24]=[C:23]([C:40]([N:7]2[CH2:8][CH2:9][N:4]([CH:1]([CH3:3])[CH3:2])[CH2:5][CH2:6]2)=[O:41])[CH:22]=1. The catalyst class is: 390. (7) Product: [CH2:27]([NH:8][CH:9]1[CH2:18][C:17]2[C:12](=[CH:13][C:14]([O:19][S:20]([C:23]([F:25])([F:26])[F:24])(=[O:22])=[O:21])=[CH:15][CH:16]=2)[O:11][CH2:10]1)[CH2:28][CH3:29]. The catalyst class is: 4. Reactant: C(OC([N:8]([CH2:27][CH2:28][CH3:29])[CH:9]1[CH2:18][C:17]2[C:12](=[CH:13][C:14]([O:19][S:20]([C:23]([F:26])([F:25])[F:24])(=[O:22])=[O:21])=[CH:15][CH:16]=2)[O:11][CH2:10]1)=O)(C)(C)C.FC(F)(F)C(O)=O. (8) Reactant: [F:1][C:2]([F:40])([F:39])[C:3]1[CH:4]=[C:5]([C@H:13]([O:15][C@H:16]2[CH2:24][N:23]3[C@@H:18]([CH2:19][C:20]([C:26]4[CH:31]=[CH:30][N:29]=[CH:28][CH:27]=4)=[CH:21][C:22]3=[O:25])[C@@H:17]2[C:32]2[CH:37]=[CH:36][C:35]([F:38])=[CH:34][CH:33]=2)[CH3:14])[CH:6]=[C:7]([C:9]([F:12])([F:11])[F:10])[CH:8]=1.C1C=C(Cl)C=C(C(OO)=[O:49])C=1. Product: [F:40][C:2]([F:1])([F:39])[C:3]1[CH:4]=[C:5]([C@H:13]([O:15][C@H:16]2[CH2:24][N:23]3[C@@H:18]([CH2:19][C:20]([C:26]4[CH:31]=[CH:30][N+:29]([O-:49])=[CH:28][CH:27]=4)=[CH:21][C:22]3=[O:25])[C@@H:17]2[C:32]2[CH:37]=[CH:36][C:35]([F:38])=[CH:34][CH:33]=2)[CH3:14])[CH:6]=[C:7]([C:9]([F:12])([F:10])[F:11])[CH:8]=1. The catalyst class is: 2.